From a dataset of Reaction yield outcomes from USPTO patents with 853,638 reactions. Predict the reaction yield, written as a fraction of the theoretical maximum amount of product (1.0 means a 100% yield; for example, 0.34 means a 34% yield). (1) The product is [Cl:4][CH2:3][CH2:2][O:20][C:16]1[C:15]2[CH:14]=[CH:13][CH:12]=[C:11]([CH3:10])[C:19]=2[O:18][N:17]=1. The catalyst is ClCCl.CO.O.C(OC(=O)C)C. The yield is 0.700. The reactants are Br[CH2:2][CH2:3][Cl:4].CN(C=O)C.[CH3:10][C:11]1[C:19]2[O:18][N:17]=[C:16]([OH:20])[C:15]=2[CH:14]=[CH:13][CH:12]=1.C(=O)([O-])[O-].[K+].[K+]. (2) The reactants are Cl[C:2]1[C:11]2[C:6](=[CH:7][C:8]([CH3:14])=[C:9]([O:12][CH3:13])[CH:10]=2)[N:5]=[CH:4][N:3]=1.C(N(CC)CC)C. The catalyst is CN(C)C=O.[OH-].[Pd+2].[OH-]. The product is [CH3:13][O:12][C:9]1[CH:10]=[C:11]2[C:6](=[CH:7][C:8]=1[CH3:14])[N:5]=[CH:4][N:3]=[CH:2]2. The yield is 0.930.